This data is from Reaction yield outcomes from USPTO patents with 853,638 reactions. The task is: Predict the reaction yield, written as a fraction of the theoretical maximum amount of product (1.0 means a 100% yield; for example, 0.34 means a 34% yield). (1) The reactants are P(Cl)(Cl)(Cl)=O.CN(C)[C:8](=[O:11])[CH2:9][CH3:10].[Cl:13][C:14]1[CH:19]=[CH:18][C:17]([C:20]2[N:21]([CH2:26][CH3:27])[CH:22]=[CH:23][C:24]=2[CH3:25])=[CH:16][CH:15]=1.O.O.O.C([O-])(=O)C.[Na+]. The catalyst is ClCCCl.O. The product is [Cl:13][C:14]1[CH:15]=[CH:16][C:17]([C:20]2[N:21]([CH2:26][CH3:27])[C:22]([C:8](=[O:11])[CH2:9][CH3:10])=[CH:23][C:24]=2[CH3:25])=[CH:18][CH:19]=1. The yield is 0.664. (2) The product is [Cl:10][C:11]1[C:12]([C:13]([N:63]2[CH2:62][CH2:61][N:60]([C:43](=[O:42])[CH2:44][NH:45][C:46]([C:48]3[CH:53]=[CH:52][C:51]([C:54]4[CH:59]=[CH:58][CH:57]=[CH:56][CH:55]=4)=[CH:50][CH:49]=3)=[O:47])[CH2:65][CH2:64]2)=[O:15])=[CH:16][CH:17]=[CH:18][N:19]=1. The reactants are CCN(C(C)C)C(C)C.[Cl:10][C:11]1[N:19]=[CH:18][CH:17]=[CH:16][C:12]=1[C:13]([OH:15])=O.C1C=CC2N(O)N=NC=2C=1.CCN=C=NCCCN(C)C.Cl.[O:42]=[C:43]([N:60]1[CH2:65][CH2:64][NH:63][CH2:62][CH2:61]1)[CH2:44][NH:45][C:46]([C:48]1[CH:53]=[CH:52][C:51]([C:54]2[CH:59]=[CH:58][CH:57]=[CH:56][CH:55]=2)=[CH:50][CH:49]=1)=[O:47]. The yield is 0.328. The catalyst is CN(C=O)C.O. (3) The reactants are C(OC(=O)[NH:7][C@H:8]([CH2:30][C:31]1[CH:36]=[C:35]([F:37])[C:34]([F:38])=[CH:33][C:32]=1[F:39])[CH2:9][C:10]([N:12]1[CH2:17][CH2:16][N:15]2[C:18]([C:26]([F:29])([F:28])[F:27])=[N:19][C:20]([C:21](=[O:25])[NH:22][CH2:23][CH3:24])=[C:14]2[CH2:13]1)=[O:11])(C)(C)C.FC(F)(F)C(O)=O. The catalyst is ClCCl. The product is [CH2:23]([NH:22][C:21]([C:20]1[N:19]=[C:18]([C:26]([F:28])([F:29])[F:27])[N:15]2[CH2:16][CH2:17][N:12]([C:10](=[O:11])[CH2:9][C@H:8]([NH2:7])[CH2:30][C:31]3[CH:36]=[C:35]([F:37])[C:34]([F:38])=[CH:33][C:32]=3[F:39])[CH2:13][C:14]=12)=[O:25])[CH3:24]. The yield is 0.764. (4) The reactants are [CH3:1][N:2]([CH2:10][C:11]1[CH:16]=[CH:15][C:14]([C:17]2[S:18][CH:19]=[C:20]([C:22](=[O:35])[C:23]3[CH:28]=[C:27]([O:29][CH3:30])[C:26]([O:31][CH3:32])=[C:25]([O:33][CH3:34])[CH:24]=3)[N:21]=2)=[CH:13][CH:12]=1)C(=O)OC(C)(C)C.[ClH:36]. The catalyst is C(Cl)Cl.O1CCOCC1. The product is [ClH:36].[CH3:1][NH:2][CH2:10][C:11]1[CH:12]=[CH:13][C:14]([C:17]2[S:18][CH:19]=[C:20]([C:22]([C:23]3[CH:24]=[C:25]([O:33][CH3:34])[C:26]([O:31][CH3:32])=[C:27]([O:29][CH3:30])[CH:28]=3)=[O:35])[N:21]=2)=[CH:15][CH:16]=1. The yield is 0.813. (5) The reactants are [O:1]=[C:2]([C:14]1[CH:19]=[CH:18][CH:17]=[CH:16][CH:15]=1)[CH:3]=[CH:4][C:5]1[CH:13]=[CH:12][C:8]([C:9]([OH:11])=[O:10])=[CH:7][CH:6]=1. The catalyst is [Ni].C(O)C. The yield is 0.590. The product is [O:1]=[C:2]([C:14]1[CH:19]=[CH:18][CH:17]=[CH:16][CH:15]=1)[CH2:3][CH2:4][C:5]1[CH:13]=[CH:12][C:8]([C:9]([OH:11])=[O:10])=[CH:7][CH:6]=1. (6) The reactants are C([O:3][C:4](=[O:17])[CH2:5][C:6]1[CH:11]=[CH:10][C:9]([S:12]([CH2:15][CH3:16])(=[O:14])=[O:13])=[CH:8][CH:7]=1)C.[OH-].[Na+]. The catalyst is CCO.O. The product is [CH2:15]([S:12]([C:9]1[CH:10]=[CH:11][C:6]([CH2:5][C:4]([OH:17])=[O:3])=[CH:7][CH:8]=1)(=[O:14])=[O:13])[CH3:16]. The yield is 0.820.